From a dataset of Experimentally validated miRNA-target interactions with 360,000+ pairs, plus equal number of negative samples. Binary Classification. Given a miRNA mature sequence and a target amino acid sequence, predict their likelihood of interaction. (1) The miRNA is hsa-miR-5007-5p with sequence UAGAGUCUGGCUGAUAUGGUUU. The protein sequence of the target gene is MASGSMATSEEERSLRECELYVQKHNIQALLKDSIVQLCTTRPERPMAFLREYFERLEKEEARQIQCLQKTGIRTDSREDEISPPPPNPVVKGRRRRGAISAEVYTEEDAASYVRKVIPKDYKTMAALAKAIEKNVLFSHLDDNERSDIFDAMFPVSFIAGETVIQQGDEGDNFYVIDQGEMDVYVNNEWATSVGEGGSFGELALIYGTPRAATVKAKTNVKLWGIDRDSYRRILMGSTLRKRKMYEEFLSKVSILESLDKWERLTVADALEPVQFEDGQKIVVQGEPGDEFFIILEGTA.... Result: 0 (no interaction). (2) The miRNA is mmu-miR-3102-3p with sequence GAGCACCCCAUUGGCUACCCACA. The protein sequence of the target gene is MNLLPKSSREFGSVDYWEKFFQQRGKKAFEWYGTYLELCGVLHKYIKPREKVLVIGCGNSELSEQLYDVGYRDIVNIDISEVVIKQMKECNATRRPQMSFLKMDMTQMEFPDASFQVVLDKGTLDAVLTDEEEKTLQQVDRMLAEVGRVLQVGGRYLCISLAQAHILKKAVGHFSREGWMVRVHQVANSQDQVLEAEPQFSLPVFAFIMTKFRPVPGSALQIFELCAQEQRKPVRLESAERLAEAVQERQQYAWLCSQLRRKARLGSVSLDLCDGDTGEPRYTLHVVDSPTVKPSRDNHF.... Result: 0 (no interaction).